Dataset: Catalyst prediction with 721,799 reactions and 888 catalyst types from USPTO. Task: Predict which catalyst facilitates the given reaction. (1) Reactant: C(=O)([O-])[O-].[K+].[K+].[NH2:7][C:8]1[N:12]([CH:13]2[CH2:18][CH2:17][CH2:16][NH:15][CH2:14]2)[N:11]=[C:10]([C:19]2[CH:24]=[CH:23][C:22]([O:25][C:26]3[CH:31]=[CH:30][C:29]([Cl:32])=[CH:28][CH:27]=3)=[CH:21][CH:20]=2)[C:9]=1[C:33]([NH2:35])=[O:34].[N:36]#[C:37]Br.O. Product: [NH2:7][C:8]1[N:12]([CH:13]2[CH2:18][CH2:17][CH2:16][N:15]([C:37]#[N:36])[CH2:14]2)[N:11]=[C:10]([C:19]2[CH:20]=[CH:21][C:22]([O:25][C:26]3[CH:31]=[CH:30][C:29]([Cl:32])=[CH:28][CH:27]=3)=[CH:23][CH:24]=2)[C:9]=1[C:33]([NH2:35])=[O:34]. The catalyst class is: 9. (2) Reactant: [CH2:1]([N:8]([CH2:18][CH2:19][O:20][Si:21]([C:24]([CH3:27])([CH3:26])[CH3:25])([CH3:23])[CH3:22])[C:9](=[O:17])[C:10]1[CH:15]=[CH:14][N:13]=[CH:12][C:11]=1[F:16])[C:2]1[CH:7]=[CH:6][CH:5]=[CH:4][CH:3]=1.ClC1C=CC=C(C(OO)=[O:36])C=1.S([O-])([O-])(=O)=S.[Na+].[Na+]. Product: [CH2:1]([N:8]([CH2:18][CH2:19][O:20][Si:21]([C:24]([CH3:27])([CH3:26])[CH3:25])([CH3:22])[CH3:23])[C:9](=[O:17])[C:10]1[CH:15]=[CH:14][N+:13]([O-:36])=[CH:12][C:11]=1[F:16])[C:2]1[CH:3]=[CH:4][CH:5]=[CH:6][CH:7]=1. The catalyst class is: 1. (3) Product: [F:1][C:2]([F:8])([F:7])[S:3]([O-:6])(=[O:5])=[O:4].[O:11]=[C:12]([CH2:20][CH3:21])[CH2:13][S+:14]1[CH2:16][CH2:17][CH2:18][CH2:19]1. Reactant: [F:1][C:2]([F:8])([F:7])[S:3]([O-:6])(=[O:5])=[O:4].[K+].[Br-].[O:11]=[C:12]([CH2:20][CH3:21])[CH2:13][S+:14]1[CH2:19][CH2:18][CH2:17][CH2:16]C1. The catalyst class is: 10. (4) Product: [CH2:1]([O:12][C:13]1[S:14][C:15]([Sn:24]([CH3:26])([CH3:25])[CH3:23])=[CH:16][CH:17]=1)[CH2:2][CH2:3][CH2:4][CH2:5][CH2:6][CH2:7][CH2:8][CH2:9][CH2:10][CH3:11]. The catalyst class is: 1. Reactant: [CH2:1]([O:12][C:13]1[S:14][CH:15]=[CH:16][CH:17]=1)[CH2:2][CH2:3][CH2:4][CH2:5][CH2:6][CH2:7][CH2:8][CH2:9][CH2:10][CH3:11].[Li]CCCC.[CH3:23][Sn:24](Cl)([CH3:26])[CH3:25]. (5) Reactant: CC(C)N=C=NC(C)C.[F:10][C:11]1[CH:12]=[C:13]([CH:17]=[C:18]([F:21])[C:19]=1[F:20])[C:14]([OH:16])=O.[CH2:22]([N:29]1[CH2:34][CH2:33][NH:32][CH2:31][CH2:30]1)[C:23]1[CH:28]=[CH:27][CH:26]=[CH:25][CH:24]=1. Product: [CH2:22]([N:29]1[CH2:34][CH2:33][N:32]([C:14]([C:13]2[CH:17]=[C:18]([F:21])[C:19]([F:20])=[C:11]([F:10])[CH:12]=2)=[O:16])[CH2:31][CH2:30]1)[C:23]1[CH:24]=[CH:25][CH:26]=[CH:27][CH:28]=1. The catalyst class is: 1. (6) Reactant: [Br:1][C:2]1[CH:3]=[N:4][N:5]([C:10]2[CH:11]=[C:12]([CH:25]=[CH:26][CH:27]=2)[O:13][CH2:14][CH2:15][CH2:16][NH:17]C(=O)OC(C)(C)C)[C:6](=[O:9])[C:7]=1[Br:8].[ClH:28]. Product: [ClH:28].[NH2:17][CH2:16][CH2:15][CH2:14][O:13][C:12]1[CH:11]=[C:10]([N:5]2[C:6](=[O:9])[C:7]([Br:8])=[C:2]([Br:1])[CH:3]=[N:4]2)[CH:27]=[CH:26][CH:25]=1. The catalyst class is: 269.